Dataset: Drug-target binding data from BindingDB using Ki measurements. Task: Regression. Given a target protein amino acid sequence and a drug SMILES string, predict the binding affinity score between them. We predict pKi (pKi = -log10(Ki in M); higher means stronger inhibition). Dataset: bindingdb_ki. The small molecule is O=C(Nc1cccc(-c2nn[n-]n2)c1)c1cccc(F)c1. The target protein (P28585) has sequence MVKKSLRQFTLMATATVTLLLGSVPLYAQTADVQQKLAELERQSGGRLGVALINTADNSQILYRADERFAMCSTSKVMAVAAVLKKSESEPNLLNQRVEIKKSDLVNYNPIAEKHVDGTMSLAELSAAALQYSDNVAMNKLISHVGGPASVTAFARQLGDETFRLDRTEPTLNTAIPGDPRDTTSPRAMAQTLRNLTLGKALGDSQRAQLVTWMKGNTTGAASIQAGLPASWVVGDKTGSGDYGTTNDIAVIWPKDRAPLILVTYFTQPQPKAESRRDVLASAAKIVTNGL. The pKi is 4.7.